Dataset: Full USPTO retrosynthesis dataset with 1.9M reactions from patents (1976-2016). Task: Predict the reactants needed to synthesize the given product. Given the product [Br:10][C:6]1[NH:5][C:4](=[O:9])[C:3]([O:2][CH3:1])=[CH:8][CH:7]=1, predict the reactants needed to synthesize it. The reactants are: [CH3:1][O:2][C:3]1[C:4](=[O:9])[NH:5][CH:6]=[CH:7][CH:8]=1.[Br:10]Br.C([O-])(O)=O.[Na+].